Task: Predict hERG channel inhibition at various concentrations.. Dataset: hERG Central: cardiac toxicity at 1µM, 10µM, and general inhibition The compound is Cc1ccc(C(=O)N(CCCN(C)C)c2nc3ccc(Cl)cc3s2)cc1C.Cl. Results: hERG_inhib (hERG inhibition (general)): blocker.